Dataset: Catalyst prediction with 721,799 reactions and 888 catalyst types from USPTO. Task: Predict which catalyst facilitates the given reaction. (1) Product: [CH2:9]1[C@@H:5]2[CH2:4][CH2:3][CH:2]([OH:1])[C@@H:6]2[CH2:7][NH:8]1. The catalyst class is: 358. Reactant: [OH:1][CH:2]1[C@@H:6]2[CH2:7][N:8](C(OCC3C=CC=CC=3)=O)[CH2:9][C@@H:5]2[CH2:4][CH2:3]1. (2) Reactant: [Cl:1][C:2]1[CH:3]=[C:4]([C:12]2[O:16][N:15]=[C:14]([C:17]3[C:25]4[O:24][CH:23]=[CH:22][C:21]=4[C:20]([O:26][CH2:27][C:28]([O:30]CC)=[O:29])=[CH:19][CH:18]=3)[N:13]=2)[CH:5]=[CH:6][C:7]=1[O:8][CH:9]([CH3:11])[CH3:10].[OH-].[Na+].Cl. Product: [Cl:1][C:2]1[CH:3]=[C:4]([C:12]2[O:16][N:15]=[C:14]([C:17]3[C:25]4[O:24][CH:23]=[CH:22][C:21]=4[C:20]([O:26][CH2:27][C:28]([OH:30])=[O:29])=[CH:19][CH:18]=3)[N:13]=2)[CH:5]=[CH:6][C:7]=1[O:8][CH:9]([CH3:11])[CH3:10]. The catalyst class is: 8.